Task: Predict the reactants needed to synthesize the given product.. Dataset: Full USPTO retrosynthesis dataset with 1.9M reactions from patents (1976-2016) (1) Given the product [CH3:42][O:41][C:38]1[CH:37]=[CH:36][C:35]([CH2:34][N:8]([CH2:7][C:6]2[CH:5]=[CH:4][C:3]([O:2][CH3:1])=[CH:44][CH:43]=2)[C:9]2[N:14]=[C:13]([CH3:15])[N:12]=[C:11]([C:16]3[CH:23]=[C:20]([C:21]([N:48]4[CH2:53][CH2:52][CH:51]([OH:54])[CH2:50][CH2:49]4)=[O:22])[CH:19]=[N:18][C:17]=3[NH:24][C:25]3[CH:26]=[N:27][C:28]([O:32][CH3:33])=[C:29]([F:31])[CH:30]=3)[N:10]=2)=[CH:40][CH:39]=1, predict the reactants needed to synthesize it. The reactants are: [CH3:1][O:2][C:3]1[CH:44]=[CH:43][C:6]([CH2:7][N:8]([CH2:34][C:35]2[CH:40]=[CH:39][C:38]([O:41][CH3:42])=[CH:37][CH:36]=2)[C:9]2[N:14]=[C:13]([CH3:15])[N:12]=[C:11]([C:16]3[C:17]([NH:24][C:25]4[CH:26]=[N:27][C:28]([O:32][CH3:33])=[C:29]([F:31])[CH:30]=4)=[N:18][CH:19]=[C:20]([CH:23]=3)[CH:21]=[O:22])[N:10]=2)=[CH:5][CH:4]=1.[C-]#N.[Na+].[NH:48]1[CH2:53][CH2:52][CH:51]([OH:54])[CH2:50][CH2:49]1. (2) Given the product [CH2:1]([O:8][C:9]1[CH:18]=[CH:17][CH:16]=[C:15]2[C:10]=1[CH2:11][CH2:12][CH2:13][CH:14]2[C:19]([N:30]([C:27]1[CH:28]=[CH:29][C:24]([CH2:22][CH3:23])=[CH:25][CH:26]=1)[CH2:31][C:32]1[CH:37]=[CH:36][C:35]([N:38]2[CH2:39][CH2:40][O:41][CH2:42][CH2:43]2)=[CH:34][CH:33]=1)=[O:20])[C:2]1[CH:3]=[CH:4][CH:5]=[CH:6][CH:7]=1, predict the reactants needed to synthesize it. The reactants are: [CH2:1]([O:8][C:9]1[CH:18]=[CH:17][CH:16]=[C:15]2[C:10]=1[CH2:11][CH2:12][CH2:13][CH:14]2[C:19](O)=[O:20])[C:2]1[CH:7]=[CH:6][CH:5]=[CH:4][CH:3]=1.[CH2:22]([C:24]1[CH:29]=[CH:28][C:27]([NH:30][CH2:31][C:32]2[CH:37]=[CH:36][C:35]([N:38]3[CH2:43][CH2:42][O:41][CH2:40][CH2:39]3)=[CH:34][CH:33]=2)=[CH:26][CH:25]=1)[CH3:23]. (3) Given the product [N:34]1([CH2:2][C:3]([N:5]2[C:13]3[C:8](=[CH:9][C:10]([NH:14][C:15]([C:17]4[C:18]([C:23]5[CH:28]=[CH:27][C:26]([C:29]([F:32])([F:31])[F:30])=[CH:25][CH:24]=5)=[CH:19][CH:20]=[CH:21][CH:22]=4)=[O:16])=[CH:11][CH:12]=3)[CH2:7][CH2:6]2)=[O:4])[CH:38]=[N:37][CH:36]=[N:35]1, predict the reactants needed to synthesize it. The reactants are: Cl[CH2:2][C:3]([N:5]1[C:13]2[C:8](=[CH:9][C:10]([NH:14][C:15]([C:17]3[C:18]([C:23]4[CH:28]=[CH:27][C:26]([C:29]([F:32])([F:31])[F:30])=[CH:25][CH:24]=4)=[CH:19][CH:20]=[CH:21][CH:22]=3)=[O:16])=[CH:11][CH:12]=2)[CH2:7][CH2:6]1)=[O:4].[Na].[NH:34]1[CH:38]=[N:37][CH:36]=[N:35]1.C(OCC)(=O)C.O. (4) Given the product [Cl:26][C:14]1[C:9]([C:7]#[N:8])=[CH:10][C:1]([C:2]([Cl:4])=[O:3])=[C:12]([CH3:16])[N:13]=1, predict the reactants needed to synthesize it. The reactants are: [C:1](Cl)(=O)[C:2]([Cl:4])=[O:3].[C:7]([C:9]1[C:14](=O)[NH:13][C:12]([CH3:16])=C(C(O)=O)[CH:10]=1)#[N:8].CN(C=O)C.C(Cl)[Cl:26]. (5) The reactants are: ClC(Cl)(Cl)[C:3]([C:5]1[N:14]2[C:8]([CH2:9][N:10]([C:19]([C:21]3[CH:26]=[CH:25][C:24]([C:27]4[CH:32]=[CH:31][CH:30]=[CH:29][C:28]=4[CH3:33])=[C:23]([CH3:34])[CH:22]=3)=[O:20])[C:11]3[CH:18]=[CH:17][CH:16]=[CH:15][C:12]=3[CH2:13]2)=[CH:7][CH:6]=1)=[O:4].[Cl:37][C:38]1[CH:39]=[C:40]([CH:44]=[CH:45][CH:46]=1)[CH2:41][CH2:42][NH2:43]. Given the product [Cl:37][C:38]1[CH:39]=[C:40]([CH2:41][CH2:42][NH:43][C:3]([C:5]2[N:14]3[C:8]([CH2:9][N:10]([C:19]([C:21]4[CH:26]=[CH:25][C:24]([C:27]5[CH:32]=[CH:31][CH:30]=[CH:29][C:28]=5[CH3:33])=[C:23]([CH3:34])[CH:22]=4)=[O:20])[C:11]4[CH:18]=[CH:17][CH:16]=[CH:15][C:12]=4[CH2:13]3)=[CH:7][CH:6]=2)=[O:4])[CH:44]=[CH:45][CH:46]=1, predict the reactants needed to synthesize it. (6) Given the product [I:1][C:2]1[CH:3]=[C:4]2[C:8](=[CH:9][CH:10]=1)[NH:7][C:6](=[O:11])[C:5]2=[N:23][NH:22][C:20](=[O:21])[C:19]1[CH:18]=[CH:17][C:16]([O:15][C:14]([F:13])([F:27])[F:26])=[CH:25][CH:24]=1, predict the reactants needed to synthesize it. The reactants are: [I:1][C:2]1[CH:3]=[C:4]2[C:8](=[CH:9][CH:10]=1)[NH:7][C:6](=[O:11])[C:5]2=O.[F:13][C:14]([F:27])([F:26])[O:15][C:16]1[CH:25]=[CH:24][C:19]([C:20]([NH:22][NH2:23])=[O:21])=[CH:18][CH:17]=1. (7) The reactants are: C1(O[C:8](=[O:29])[NH:9][C:10]2[S:14][N:13]=[C:12]([O:15][CH2:16][C:17]3[C:22]([F:23])=[CH:21][C:20]([CH3:24])=[CH:19][C:18]=3[F:25])[C:11]=2[C:26](=[O:28])[NH2:27])C=CC=CC=1.[N:30]1([CH2:35][CH2:36][CH2:37][CH2:38][NH2:39])[CH2:34][CH2:33][CH2:32][CH2:31]1. Given the product [F:23][C:22]1[CH:21]=[C:20]([CH3:24])[CH:19]=[C:18]([F:25])[C:17]=1[CH2:16][O:15][C:12]1[C:11]([C:26]([NH2:27])=[O:28])=[C:10]([NH:9][C:8]([NH:39][CH2:38][CH2:37][CH2:36][CH2:35][N:30]2[CH2:34][CH2:33][CH2:32][CH2:31]2)=[O:29])[S:14][N:13]=1, predict the reactants needed to synthesize it. (8) Given the product [NH2:1][C:2]1[C:7](=[O:8])[NH:6][CH:5]=[C:4]([C:10]2[N:11]=[C:12]([NH:17][C:18]([C:20]3([C:23]4[CH:33]=[CH:32][C:26]5[O:27][C:28]([F:30])([F:31])[O:29][C:25]=5[CH:24]=4)[CH2:21][CH2:22]3)=[O:19])[CH:13]=[CH:14][C:15]=2[CH3:16])[CH:3]=1, predict the reactants needed to synthesize it. The reactants are: [NH2:1][C:2]1[CH:3]=[C:4]([C:10]2[C:15]([CH3:16])=[CH:14][CH:13]=[C:12]([NH:17][C:18]([C:20]3([C:23]4[CH:33]=[CH:32][C:26]5[O:27][C:28]([F:31])([F:30])[O:29][C:25]=5[CH:24]=4)[CH2:22][CH2:21]3)=[O:19])[N:11]=2)[CH:5]=[N:6][C:7]=1[O:8]C.Cl. (9) Given the product [CH:21]1([C:24]2[CH:25]=[CH:26][C:27]([CH2:30][NH:31][C:2]3[C:3]4[CH2:11][N:10]([C:12]5[CH:19]=[CH:18][C:17]([CH3:20])=[CH:16][C:13]=5[C:14]#[N:15])[CH2:9][CH2:8][C:4]=4[N:5]=[CH:6][N:7]=3)=[N:28][CH:29]=2)[CH2:23][CH2:22]1, predict the reactants needed to synthesize it. The reactants are: Cl[C:2]1[C:3]2[CH2:11][N:10]([C:12]3[CH:19]=[CH:18][C:17]([CH3:20])=[CH:16][C:13]=3[C:14]#[N:15])[CH2:9][CH2:8][C:4]=2[N:5]=[CH:6][N:7]=1.[CH:21]1([C:24]2[CH:25]=[CH:26][C:27]([CH2:30][NH2:31])=[N:28][CH:29]=2)[CH2:23][CH2:22]1.C(N(CC)C(C)C)(C)C.